Dataset: Reaction yield outcomes from USPTO patents with 853,638 reactions. Task: Predict the reaction yield, written as a fraction of the theoretical maximum amount of product (1.0 means a 100% yield; for example, 0.34 means a 34% yield). (1) The reactants are [N+:1]([C:4]1[CH:5]=[C:6]([CH:8]=[CH:9][CH:10]=1)[NH2:7])([O-:3])=[O:2].[F:11][C:12]([F:25])([O:16][C:17]1[CH:18]=[C:19]([CH:22]=[CH:23][CH:24]=1)[CH:20]=O)[CH:13]([F:15])[F:14].C(O)(=O)C.[BH-](OC(C)=O)(OC(C)=O)OC(C)=O.[Na+]. The catalyst is ClC(Cl)C. The product is [N+:1]([C:4]1[CH:5]=[C:6]([NH:7][CH2:20][C:19]2[CH:22]=[CH:23][CH:24]=[C:17]([O:16][C:12]([F:11])([F:25])[CH:13]([F:14])[F:15])[CH:18]=2)[CH:8]=[CH:9][CH:10]=1)([O-:3])=[O:2]. The yield is 0.700. (2) The reactants are [O:1]1[C:5]2[CH:6]=[CH:7][C:8]([C:10]3([C:13]([OH:15])=[O:14])[CH2:12][CH2:11]3)=[CH:9][C:4]=2[CH:3]=[CH:2]1. The catalyst is CO.O=[Pt]=O. The product is [O:1]1[C:5]2[CH:6]=[CH:7][C:8]([C:10]3([C:13]([OH:15])=[O:14])[CH2:12][CH2:11]3)=[CH:9][C:4]=2[CH2:3][CH2:2]1. The yield is 0.470. (3) The reactants are [CH3:1][C:2]1[CH:7]=[C:6]([CH3:8])[NH:5][C:4](=[O:9])[C:3]=1[CH2:10][NH:11][C:12]([C:14]1[C:15]2[CH:28]=[N:27][N:26]([CH:29]([CH3:31])[CH3:30])[C:16]=2[N:17]=[C:18]([C:20]2[CH2:21][CH2:22][NH:23][CH2:24][CH:25]=2)[CH:19]=1)=[O:13].CCN(CC)CC.C(OC([N:46]1[CH2:51][CH2:50][CH:49]([C:52](O)=[O:53])[CH2:48][CH2:47]1)=O)(C)(C)C.C1CN([P+](ON2N=NC3C=CC=CC2=3)(N2CCCC2)N2CCCC2)CC1.F[P-](F)(F)(F)(F)F. The catalyst is CS(C)=O.O. The product is [CH3:1][C:2]1[CH:7]=[C:6]([CH3:8])[NH:5][C:4](=[O:9])[C:3]=1[CH2:10][NH:11][C:12]([C:14]1[C:15]2[CH:28]=[N:27][N:26]([CH:29]([CH3:31])[CH3:30])[C:16]=2[N:17]=[C:18]([C:20]2[CH2:21][CH2:22][N:23]([C:52]([CH:49]3[CH2:50][CH2:51][NH:46][CH2:47][CH2:48]3)=[O:53])[CH2:24][CH:25]=2)[CH:19]=1)=[O:13]. The yield is 0.830. (4) The reactants are [SH:1][CH2:2][CH2:3][OH:4].Cl[C:6]1[CH:15]=[N:14][C:13]2[C:8](=[CH:9][C:10]([O:16][CH3:17])=[CH:11][CH:12]=2)[N:7]=1.C(=O)([O-])[O-].[K+].[K+].C(OCC)(=O)C. The catalyst is CN(C)C=O.CCCCCC. The product is [CH3:17][O:16][C:10]1[CH:9]=[C:8]2[C:13]([N:14]=[CH:15][C:6]([S:1][CH2:2][CH2:3][OH:4])=[N:7]2)=[CH:12][CH:11]=1. The yield is 0.990. (5) The reactants are Br[C:2]1[CH:3]=[CH:4][C:5]([F:17])=[C:6]([NH:9][C:10]([C:12]2[S:13][CH:14]=[CH:15][CH:16]=2)=[O:11])[C:7]=1[F:8].[CH3:18][C:19]1[C:27](B2OC(C)(C)C(C)(C)O2)=[CH:26][C:22]2[N:23]=[CH:24][S:25][C:21]=2[CH:20]=1.C(=O)([O-])[O-].[Na+].[Na+].CC(=O)OCC.[Cl-].[Na+].O. The catalyst is COCCOC.CCO.O.[Pd].C1(P(C2C=CC=CC=2)C2C=CC=CC=2)C=CC=CC=1.C1(P(C2C=CC=CC=2)C2C=CC=CC=2)C=CC=CC=1.C1(P(C2C=CC=CC=2)C2C=CC=CC=2)C=CC=CC=1.C1(P(C2C=CC=CC=2)C2C=CC=CC=2)C=CC=CC=1. The product is [F:17][C:5]1[CH:4]=[CH:3][CH:2]=[C:7]([F:8])[C:6]=1[NH:9][C:10]([C:12]1[S:13][C:14]([C:27]2[C:19]([CH3:18])=[CH:20][C:21]3[S:25][CH:24]=[N:23][C:22]=3[CH:26]=2)=[CH:15][CH:16]=1)=[O:11]. The yield is 0.843. (6) The reactants are [C:1]([N:5]1[C:9]([C:10]2[CH:15]=[CH:14][C:13]([F:16])=[CH:12][CH:11]=2)=[CH:8][C:7]([C:17](OCC)=[O:18])=[N:6]1)([CH3:4])([CH3:3])[CH3:2].CC(OI1(OC(C)=O)(OC(C)=O)OC(=O)C2C=CC=CC1=2)=O. The catalyst is ClCCl. The product is [C:1]([N:5]1[C:9]([C:10]2[CH:11]=[CH:12][C:13]([F:16])=[CH:14][CH:15]=2)=[CH:8][C:7]([CH:17]=[O:18])=[N:6]1)([CH3:4])([CH3:3])[CH3:2]. The yield is 0.910. (7) The reactants are [Cl:1][C:2]1[CH:3]=[C:4]([OH:21])[CH:5]=[C:6]2[C:11]=1[O:10][CH:9]([C:12]([F:15])([F:14])[F:13])[C:8]([C:16]([O:18][CH2:19][CH3:20])=[O:17])=[CH:7]2.C([O-])([O-])=O.[K+].[K+].[CH2:28](I)[CH3:29].[Na+].[Cl-]. The catalyst is CN(C=O)C.O. The product is [Cl:1][C:2]1[CH:3]=[C:4]([O:21][CH2:28][CH3:29])[CH:5]=[C:6]2[C:11]=1[O:10][CH:9]([C:12]([F:15])([F:14])[F:13])[C:8]([C:16]([O:18][CH2:19][CH3:20])=[O:17])=[CH:7]2. The yield is 1.00.